This data is from Peptide-MHC class II binding affinity with 134,281 pairs from IEDB. The task is: Regression. Given a peptide amino acid sequence and an MHC pseudo amino acid sequence, predict their binding affinity value. This is MHC class II binding data. (1) The peptide sequence is NISGYNYSLSAAVKA. The MHC is DRB1_1501 with pseudo-sequence DRB1_1501. The binding affinity (normalized) is 1.00. (2) The binding affinity (normalized) is 0.186. The MHC is HLA-DQA10301-DQB10302 with pseudo-sequence HLA-DQA10301-DQB10302. The peptide sequence is ADEEQQQALSSQMGF.